Dataset: Forward reaction prediction with 1.9M reactions from USPTO patents (1976-2016). Task: Predict the product of the given reaction. (1) Given the reactants [CH3:1][C:2]1([C:7]([C:9]2[C:17]3[C:12](=[N:13][CH:14]=[C:15]([C:18]4[CH:23]=[C:22]([O:24][CH3:25])[C:21]([O:26][CH3:27])=[C:20]([O:28][CH3:29])[CH:19]=4)[N:16]=3)[NH:11][CH:10]=2)=[O:8])[CH2:6][CH2:5][CH2:4][NH:3]1.[C:30](OC(=O)C)(=[O:32])[CH3:31], predict the reaction product. The product is: [CH3:1][C:2]1([C:7]([C:9]2[C:17]3[C:12](=[N:13][CH:14]=[C:15]([C:18]4[CH:23]=[C:22]([O:24][CH3:25])[C:21]([O:26][CH3:27])=[C:20]([O:28][CH3:29])[CH:19]=4)[N:16]=3)[NH:11][CH:10]=2)=[O:8])[CH2:6][CH2:5][CH2:4][N:3]1[C:30](=[O:32])[CH3:31]. (2) Given the reactants [NH:1]1[C:9]2[C:4](=[N:5][CH:6]=[CH:7][CH:8]=2)[CH:3]=[CH:2]1.O[C:11]1[CH:12]=[CH:13][CH:14]=[C:15]2[C:20]=1N=CC=C2.C(=O)([O-])[O-].[K+].[K+].IC1C=CC=CC=1.[OH-].[NH4+], predict the reaction product. The product is: [C:11]1([N:1]2[C:9]3[C:4](=[N:5][CH:6]=[CH:7][CH:8]=3)[CH:3]=[CH:2]2)[CH:12]=[CH:13][CH:14]=[CH:15][CH:20]=1.